This data is from Forward reaction prediction with 1.9M reactions from USPTO patents (1976-2016). The task is: Predict the product of the given reaction. (1) Given the reactants [Br:1][C:2]1[CH:10]=[C:9]([CH3:11])[CH:8]=[C:7]2[C:3]=1[CH2:4][CH:5]([CH3:13])[C:6]2=O.C1COCC1.CO.[BH4-].[Na+], predict the reaction product. The product is: [Br:1][C:2]1[CH:10]=[C:9]([CH3:11])[CH:8]=[C:7]2[C:3]=1[CH2:4][C:5]([CH3:13])=[CH:6]2. (2) Given the reactants [F:1][C:2]1[CH:7]=[CH:6][CH:5]=[C:4]([O:8][CH3:9])[C:3]=1[CH:10]1[CH:14](C(OCC)=O)[C:13](=[O:20])[C:12](=[O:21])[N:11]1[CH2:22][C:23]1[CH:28]=[CH:27][C:26]([O:29][C:30]([F:33])([F:32])[F:31])=[CH:25][CH:24]=1.Cl.C(Cl)Cl.C([O-])(O)=O.[Na+], predict the reaction product. The product is: [F:1][C:2]1[CH:7]=[CH:6][CH:5]=[C:4]([O:8][CH3:9])[C:3]=1[CH:10]1[N:11]([CH2:22][C:23]2[CH:24]=[CH:25][C:26]([O:29][C:30]([F:33])([F:32])[F:31])=[CH:27][CH:28]=2)[C:12](=[O:21])[C:13](=[O:20])[CH2:14]1. (3) Given the reactants [F:1][C:2]1[CH:7]=[CH:6][C:5]([C:8]2[CH:16]=[C:15]3[C:11]([CH2:12][C:13](=[O:17])[NH:14]3)=[CH:10][CH:9]=2)=[CH:4][CH:3]=1.[CH:18]([C:20]1[NH:21][C:22]([CH3:30])=[CH:23][C:24]=1[CH2:25][CH2:26][C:27]([OH:29])=[O:28])=O, predict the reaction product. The product is: [F:1][C:2]1[CH:3]=[CH:4][C:5]([C:8]2[CH:16]=[C:15]3[C:11]([C:12](=[CH:18][C:20]4[NH:21][C:22]([CH3:30])=[CH:23][C:24]=4[CH2:25][CH2:26][C:27]([OH:29])=[O:28])[C:13](=[O:17])[NH:14]3)=[CH:10][CH:9]=2)=[CH:6][CH:7]=1. (4) Given the reactants [Cl:1][C:2]1[C:11]2[NH:10][C:9](=[O:12])[C:8]3[S:13][CH:14]=[CH:15][C:7]=3[C:6]=2[C:5]([C:16]2[CH:21]=[CH:20][C:19]([C@H:22]([N:24](C)[C:25](=O)OC(C)(C)C)[CH3:23])=[CH:18][CH:17]=2)=[C:4]([O:33]C)[CH:3]=1.B(Br)(Br)Br, predict the reaction product. The product is: [ClH:1].[Cl:1][C:2]1[C:11]2[NH:10][C:9](=[O:12])[C:8]3[S:13][CH:14]=[CH:15][C:7]=3[C:6]=2[C:5]([C:16]2[CH:21]=[CH:20][C:19]([C@H:22]([NH:24][CH3:25])[CH3:23])=[CH:18][CH:17]=2)=[C:4]([OH:33])[CH:3]=1. (5) Given the reactants [C:1]([O:5][C:6]([N:8]1[CH2:12][CH2:11][CH2:10][CH:9]1[C:13](O)=O)=[O:7])([CH3:4])([CH3:3])[CH3:2].CN1CCOCC1.Cl[C:24]([O:26][CH2:27]C(C)C)=[O:25].[N+](=C)=[N-], predict the reaction product. The product is: [C:1]([O:5][C:6]([N:8]1[CH2:12][CH2:11][CH2:10][CH:9]1[CH2:13][C:24]([O:26][CH3:27])=[O:25])=[O:7])([CH3:2])([CH3:3])[CH3:4]. (6) The product is: [C:1]12([CH2:7][OH:8])[CH2:9][CH:6]1[CH2:5][CH2:4][CH2:3][CH2:2]2. Given the reactants [C:1]1([CH2:7][OH:8])[CH2:6][CH2:5][CH2:4][CH2:3][CH:2]=1.[CH2:9]([Zn]CC)C.ClCI, predict the reaction product. (7) Given the reactants [C:1]([O:5][C:6]([N:8]1[CH2:13][CH2:12][C:11]2[N:14]([CH:25]3[CH2:27][O:26]3)[N:15]=[C:16]([C:17]3[CH:22]=[CH:21][C:20]([Cl:23])=[C:19]([CH3:24])[CH:18]=3)[C:10]=2[CH:9]1C)=[O:7])([CH3:4])([CH3:3])[CH3:2].[C:29]([C:31]1[CH:36]=[CH:35][CH:34]=[CH:33][C:32]=1[N:37]1[CH2:42][CH2:41][NH:40][CH2:39][CH2:38]1)#[N:30].[CH3:43]CO, predict the reaction product. The product is: [C:1]([O:5][C:6]([N:8]1[CH2:13][CH2:12][C:11]2[N:14]([CH2:25][CH:27]([OH:26])[CH2:43][N:40]3[CH2:41][CH2:42][N:37]([C:32]4[CH:33]=[CH:34][CH:35]=[CH:36][C:31]=4[C:29]#[N:30])[CH2:38][CH2:39]3)[N:15]=[C:16]([C:17]3[CH:22]=[CH:21][C:20]([Cl:23])=[C:19]([CH3:24])[CH:18]=3)[C:10]=2[CH2:9]1)=[O:7])([CH3:3])([CH3:4])[CH3:2].